Dataset: Catalyst prediction with 721,799 reactions and 888 catalyst types from USPTO. Task: Predict which catalyst facilitates the given reaction. (1) Reactant: O[CH2:2][CH2:3][CH:4]1[S:8][C:7]([C:9]2[NH:10][C:11]3[C:16]([CH:17]=2)=[CH:15][CH:14]=[CH:13][C:12]=3[N:18]([CH3:27])[S:19]([C:22]2[S:23][CH:24]=[CH:25][CH:26]=2)(=[O:21])=[O:20])=[N:6][CH2:5]1.[C:28]1(=[O:34])[NH:32][C:31](=[O:33])[CH2:30][CH2:29]1.C1(P(C2C=CC=CC=2)C2C=CC=CC=2)C=CC=CC=1.N(C(OCC)=O)=NC(OCC)=O. Product: [O:34]=[C:28]1[CH2:29][CH2:30][C:31](=[O:33])[N:32]1[CH2:2][CH2:3][CH:4]1[S:8][C:7]([C:9]2[NH:10][C:11]3[C:16]([CH:17]=2)=[CH:15][CH:14]=[CH:13][C:12]=3[N:18]([CH3:27])[S:19]([C:22]2[S:23][CH:24]=[CH:25][CH:26]=2)(=[O:21])=[O:20])=[N:6][CH2:5]1. The catalyst class is: 207. (2) Reactant: [CH3:1][C:2]1([CH3:43])[CH2:7][CH2:6][C:5]([C:8]2[CH:13]=[C:12]([C:14]3([C:20]4[N:21]=[N:22][NH:23][N:24]=4)[CH2:19][CH2:18][O:17][CH2:16][CH2:15]3)[CH:11]=[CH:10][C:9]=2[NH:25][C:26]([C:28]2[N:29](COCC[Si](C)(C)C)[CH:30]=[C:31]([C:33]#[N:34])[N:32]=2)=[O:27])=[CH:4][CH2:3]1. Product: [CH3:1][C:2]1([CH3:43])[CH2:7][CH2:6][C:5]([C:8]2[CH:13]=[C:12]([C:14]3([C:20]4[N:24]=[N:23][NH:22][N:21]=4)[CH2:15][CH2:16][O:17][CH2:18][CH2:19]3)[CH:11]=[CH:10][C:9]=2[NH:25][C:26]([C:28]2[NH:29][CH:30]=[C:31]([C:33]#[N:34])[N:32]=2)=[O:27])=[CH:4][CH2:3]1. The catalyst class is: 100.